This data is from Reaction yield outcomes from USPTO patents with 853,638 reactions. The task is: Predict the reaction yield, written as a fraction of the theoretical maximum amount of product (1.0 means a 100% yield; for example, 0.34 means a 34% yield). (1) The reactants are C(O[B:5]1[O:9][C:8]([CH3:11])([CH3:10])[C:7]([CH3:13])([CH3:12])[O:6]1)(C)C.C([Li])CCC.[CH:19]1([CH2:22][O:23][C:24]2[CH:29]=[C:28]([F:30])[CH:27]=[C:26]([F:31])[CH:25]=2)[CH2:21][CH2:20]1. No catalyst specified. The product is [CH:19]1([CH2:22][O:23][C:24]2[CH:25]=[C:26]([F:31])[C:27]([B:5]3[O:6][C:7]([CH3:12])([CH3:13])[C:8]([CH3:10])([CH3:11])[O:9]3)=[C:28]([F:30])[CH:29]=2)[CH2:20][CH2:21]1. The yield is 1.00. (2) The reactants are [CH3:1][O:2][C:3]([CH2:5]P(=O)(OCC(F)(F)F)OCC(F)(F)F)=[O:4].C1OCCOCCOCCOCCOCCOC1.C[Si](C)(C)[N-][Si](C)(C)C.[K+].[F:48][C:49]1[CH:56]=[CH:55][C:52]([CH:53]=O)=[CH:51][CH:50]=1. The catalyst is C1COCC1. The product is [CH3:1][O:2][C:3](=[O:4])/[CH:5]=[CH:53]\[C:52]1[CH:55]=[CH:56][C:49]([F:48])=[CH:50][CH:51]=1. The yield is 0.800. (3) The reactants are CS(O[CH:6]([C:22]1[CH:27]=[CH:26][C:25]([Br:28])=[CH:24][CH:23]=1)[CH2:7][CH2:8][CH:9](OS(C)(=O)=O)[C:10]1[CH:15]=[CH:14][C:13]([Br:16])=[CH:12][CH:11]=1)(=O)=O.F[C:30]1[CH:36]=[CH:35][C:33]([NH2:34])=[CH:32][CH:31]=1. No catalyst specified. The product is [Br:16][C:13]1[CH:14]=[CH:15][C:10]([CH:9]2[CH2:8][CH2:7][CH:6]([C:22]3[CH:27]=[CH:26][C:25]([Br:28])=[CH:24][CH:23]=3)[N:34]2[C:33]2[CH:35]=[CH:36][C:30]([C:10]([CH3:15])([CH3:11])[CH3:9])=[CH:31][CH:32]=2)=[CH:11][CH:12]=1. The yield is 0.810. (4) The reactants are [Cl:1][C:2]1[CH:3]=[C:4]([CH:7]=[CH:8][C:9]=1[C:10]1[CH:19]=[CH:18][C:17]2[C:12](=[CH:13][CH:14]=[C:15]([OH:20])[CH:16]=2)[N:11]=1)[C:5]#[N:6].[N-:21]=[N+:22]=[N-:23].[Na+].[Li+].[Cl-]. The catalyst is COCCOCCO. The product is [Cl:1][C:2]1[CH:3]=[C:4]([C:5]2[N:21]=[N:22][NH:23][N:6]=2)[CH:7]=[CH:8][C:9]=1[C:10]1[CH:19]=[CH:18][C:17]2[C:12](=[CH:13][CH:14]=[C:15]([OH:20])[CH:16]=2)[N:11]=1. The yield is 0.120. (5) The reactants are CC(C)([O-])C.[K+].[C:7]([CH2:9]P(=O)(OCC)OCC)#[N:8].[CH:18]([C:20]1([C:23]#[N:24])[CH2:22][CH2:21]1)=O. The catalyst is C1COCC1. The product is [C:7](/[CH:9]=[CH:18]/[C:20]1([C:23]#[N:24])[CH2:22][CH2:21]1)#[N:8]. The yield is 0.190. (6) The reactants are [OH:1][C:2]1[CH:9]=[CH:8][C:5]([C:6]#[N:7])=[CH:4][C:3]=1I.[CH2:11]([N:15]1[CH2:19][CH2:18][CH2:17][C@H:16]1[CH3:20])[CH2:12][C:13]#[CH:14].C(#N)C.C(NC(C)C)(C)C. The catalyst is CC([O-])=O.CC([O-])=O.[Pd+2].[Cu](I)I. The product is [CH3:20][C@@H:16]1[CH2:17][CH2:18][CH2:19][N:15]1[CH2:11][CH2:12][C:13]1[O:1][C:2]2[CH:9]=[CH:8][C:5]([C:6]#[N:7])=[CH:4][C:3]=2[CH:14]=1. The yield is 0.246. (7) The reactants are C([C:3]1[CH:19]=[CH:18][C:6]([O:7][C:8]2[CH:9]=[CH:10][C:11]3[B:15]([OH:16])[O:14][CH2:13][C:12]=3[CH:17]=2)=[CH:5][CH:4]=1)#N.[N-:20]=[N+:21]=[N-:22].[Na+].[Cl-].[NH4+].O.[CH3:27][N:28](C)C=O. No catalyst specified. The yield is 0.230. The product is [OH:16][B:15]1[C:11]2[CH:10]=[CH:9][C:8]([O:7][C:6]3[CH:5]=[CH:4][C:3]([N:20]4[CH:27]=[N:28][N:22]=[N:21]4)=[CH:19][CH:18]=3)=[CH:17][C:12]=2[CH2:13][O:14]1.